Dataset: Forward reaction prediction with 1.9M reactions from USPTO patents (1976-2016). Task: Predict the product of the given reaction. Given the reactants [F:1][C:2]1[CH:3]=[CH:4][C:5](B(O)O)=[C:6]2[C:10]=1[C@H:9]([O:11][C:12]1[CH:25]=[CH:24][C:15]3[C@H:16]([CH2:19][C:20]([O:22][CH3:23])=[O:21])[CH2:17][O:18][C:14]=3[CH:13]=1)[CH2:8][CH2:7]2.[F:29][C:30]1[CH:35]=[C:34]([O:36][CH2:37][CH2:38][C:39]([OH:42])([CH3:41])[CH3:40])[C:33]([F:43])=[CH:32][C:31]=1[OH:44], predict the reaction product. The product is: [CH3:23][O:22][C:20](=[O:21])[CH2:19][C@H:16]1[C:15]2[CH:24]=[CH:25][C:12]([O:11][C@H:9]3[C:10]4[C:6](=[C:5]([O:44][C:31]5[CH:32]=[C:33]([F:43])[C:34]([O:36][CH2:37][CH2:38][C:39]([OH:42])([CH3:40])[CH3:41])=[CH:35][C:30]=5[F:29])[CH:4]=[CH:3][C:2]=4[F:1])[CH2:7][CH2:8]3)=[CH:13][C:14]=2[O:18][CH2:17]1.